From a dataset of NCI-60 drug combinations with 297,098 pairs across 59 cell lines. Regression. Given two drug SMILES strings and cell line genomic features, predict the synergy score measuring deviation from expected non-interaction effect. Drug 1: C1CCC(C1)C(CC#N)N2C=C(C=N2)C3=C4C=CNC4=NC=N3. Synergy scores: CSS=41.3, Synergy_ZIP=-4.54, Synergy_Bliss=-1.34, Synergy_Loewe=-11.9, Synergy_HSA=-1.34. Drug 2: CC12CCC(CC1=CCC3C2CCC4(C3CC=C4C5=CN=CC=C5)C)O. Cell line: KM12.